Dataset: TCR-epitope binding with 47,182 pairs between 192 epitopes and 23,139 TCRs. Task: Binary Classification. Given a T-cell receptor sequence (or CDR3 region) and an epitope sequence, predict whether binding occurs between them. (1) The epitope is SEISMDNSPNL. The TCR CDR3 sequence is CASSFRFTGNTIYF. Result: 1 (the TCR binds to the epitope). (2) The epitope is GTSGSPIVNR. Result: 1 (the TCR binds to the epitope). The TCR CDR3 sequence is CASSFGAGSQETQYF. (3) The epitope is DATYQRTRALVR. The TCR CDR3 sequence is CASSEVGVFEAFF. Result: 1 (the TCR binds to the epitope). (4) The epitope is LPRRSGAAGA. The TCR CDR3 sequence is CASSLAGQGSPYEQYF. Result: 1 (the TCR binds to the epitope). (5) The epitope is RILGAGCFV. The TCR CDR3 sequence is CASSVLTSGTDTQYF. Result: 0 (the TCR does not bind to the epitope). (6) Result: 0 (the TCR does not bind to the epitope). The epitope is IVTDFSVIK. The TCR CDR3 sequence is CASSLDVEQYF.